Task: Predict the reactants needed to synthesize the given product.. Dataset: Full USPTO retrosynthesis dataset with 1.9M reactions from patents (1976-2016) Given the product [OH:34][CH:33]([C:2]1[CH:7]=[CH:6][C:5]([N:8]([CH3:18])[S:9]([C:12]2[CH:17]=[CH:16][CH:15]=[CH:14][CH:13]=2)(=[O:11])=[O:10])=[CH:4][CH:3]=1)[C:29]1[N:28]([CH2:27][CH2:26][O:25][CH3:24])[CH:32]=[CH:31][CH:30]=1, predict the reactants needed to synthesize it. The reactants are: Br[C:2]1[CH:7]=[CH:6][C:5]([N:8]([CH3:18])[S:9]([C:12]2[CH:17]=[CH:16][CH:15]=[CH:14][CH:13]=2)(=[O:11])=[O:10])=[CH:4][CH:3]=1.[Li]C(C)(C)C.[CH3:24][O:25][CH2:26][CH2:27][N:28]1[CH:32]=[CH:31][CH:30]=[C:29]1[CH:33]=[O:34].